Dataset: Reaction yield outcomes from USPTO patents with 853,638 reactions. Task: Predict the reaction yield, written as a fraction of the theoretical maximum amount of product (1.0 means a 100% yield; for example, 0.34 means a 34% yield). (1) The yield is 0.980. No catalyst specified. The reactants are [N+:1]([C:4]1[C:5]([F:17])=[C:6]([C:12]([F:16])=[CH:13][C:14]=1F)[C:7]([O:9]CC)=[O:8])([O-])=O.FC1C=C(F)C=C(F)[C:20]=1[C:21]([O:23]CC)=O.[N+]([O-])(O)=O.O.O[S:38](O)(=O)=O. The product is [F:17][C:5]1[C:4]2[NH:1][C:21](=[O:23])[CH2:20][S:38][C:14]=2[CH:13]=[C:12]([F:16])[C:6]=1[C:7]([OH:9])=[O:8]. (2) The reactants are [CH2:1]1[CH2:6][C@H:5]([C:7]([OH:9])=[O:8])[CH2:4][CH2:3][C@H:2]1[CH2:10][NH2:11].[CH3:12][O:13][C:14]1[CH:15]=[C:16]2[C:21](=[CH:22][CH:23]=1)[CH:20]=[C:19]([C@H:24]([CH3:41])[C:25]([O:27][CH:28](OC(ON1C(=O)CCC1=O)=O)[CH3:29])=[O:26])[CH:18]=[CH:17]2.CC([O:46][CH3:47])(C)C.CC(C)=[O:50].O. No catalyst specified. The product is [CH3:12][O:13][C:14]1[CH:15]=[C:16]2[C:21](=[CH:22][CH:23]=1)[CH:20]=[C:19]([C@H:24]([CH3:41])[C:25]([O:27][CH2:28][CH2:29][O:50][C:47]([NH:11][CH2:10][C@H:2]1[CH2:3][CH2:4][C@H:5]([C:7]([OH:9])=[O:8])[CH2:6][CH2:1]1)=[O:46])=[O:26])[CH:18]=[CH:17]2. The yield is 0.0900. (3) The reactants are [N+:1]([C:4]1[CH:9]=[CH:8][C:7]([CH:10]([CH3:14])[C:11]([OH:13])=O)=[CH:6][CH:5]=1)([O-:3])=[O:2].O=S(Cl)Cl.[CH3:19][O:20][C:21](=[O:30])[C:22]1[CH:27]=[CH:26][C:25]([Cl:28])=[CH:24][C:23]=1[NH2:29].CCCCCC. The catalyst is CCOC(C)=O. The product is [CH3:19][O:20][C:21](=[O:30])[C:22]1[CH:27]=[CH:26][C:25]([Cl:28])=[CH:24][C:23]=1[NH:29][C:11](=[O:13])[CH:10]([C:7]1[CH:6]=[CH:5][C:4]([N+:1]([O-:3])=[O:2])=[CH:9][CH:8]=1)[CH3:14]. The yield is 0.950. (4) The reactants are [Br:1][C:2]1[C:3]([F:17])=[CH:4][C:5]([F:16])=[C:6]([C@:8]2([CH3:15])[CH2:13][CH2:12][S:11][C:10]([NH2:14])=[N:9]2)[CH:7]=1.C(=O)(O)[O-].[Na+].[C:23]([O:27][C:28](O[C:28]([O:27][C:23]([CH3:26])([CH3:25])[CH3:24])=[O:29])=[O:29])([CH3:26])([CH3:25])[CH3:24]. The catalyst is O1CCOCC1.O. The product is [Br:1][C:2]1[C:3]([F:17])=[CH:4][C:5]([F:16])=[C:6]([C@:8]2([CH3:15])[CH2:13][CH2:12][S:11][C:10]([NH:14][C:28](=[O:29])[O:27][C:23]([CH3:26])([CH3:25])[CH3:24])=[N:9]2)[CH:7]=1. The yield is 0.780. (5) The catalyst is CN(C)C=O. The yield is 0.990. The reactants are [SH:1][C:2]1[CH:10]=[CH:9][C:5]([C:6]([OH:8])=[O:7])=[CH:4][CH:3]=1.S([O-])([O-])(=O)=S.[Na+].[Na+].[H-].[Na+].BrC1C=CC(S(O[C@H:31]2[CH2:34][C@@H:33]([N:35]3[CH2:40][CH2:39][CH2:38][CH2:37][CH2:36]3)[CH2:32]2)(=O)=O)=CC=1. The product is [N:35]1([C@H:33]2[CH2:34][C@H:31]([S:1][C:2]3[CH:10]=[CH:9][C:5]([C:6]([OH:8])=[O:7])=[CH:4][CH:3]=3)[CH2:32]2)[CH2:40][CH2:39][CH2:38][CH2:37][CH2:36]1. (6) The reactants are NC12CC3CC(CC(N[C:13]([C:15]4[CH:20]=[CH:19][CH:18]=[C:17]([CH3:21])[N:16]=4)=[O:14])(C3)C1)C2.Cl.[CH3:23][O:24][C:25]([C:27]12[CH2:36][CH:31]3[CH2:32][CH:33]([CH2:35][C:29]([NH2:37])([CH2:30]3)[CH2:28]1)[CH2:34]2)=[O:26].CC1N=C(C(O)=O)C=CC=1. No catalyst specified. The product is [CH3:23][O:24][C:25]([C:27]12[CH2:36][CH:31]3[CH2:32][CH:33]([CH2:35][C:29]([NH:37][C:13]([C:15]4[CH:20]=[CH:19][CH:18]=[C:17]([CH3:21])[N:16]=4)=[O:14])([CH2:30]3)[CH2:28]1)[CH2:34]2)=[O:26]. The yield is 0.750. (7) The reactants are Cl[C:2]1[N:7]=[C:6]([NH:8][C:9]2[CH:14]=[CH:13][C:12]([O:15][CH3:16])=[C:11]([Cl:17])[CH:10]=2)[N:5]=[C:4]([NH:18][CH:19]2[CH2:25][CH2:24][CH2:23][CH2:22][CH2:21][CH2:20]2)[N:3]=1.C[NH:27][CH:28]1[CH2:33][CH2:32][N:31]([CH3:34])[CH2:30][CH2:29]1.[OH-].[Na+].O.O1CCOC[CH2:39]1. The catalyst is C(Cl)Cl. The product is [Cl:17][C:11]1[CH:10]=[C:9]([NH:8][C:6]2[N:5]=[C:4]([N:18]([CH:19]3[CH2:25][CH2:24][CH2:23][CH2:22][CH2:21][CH2:20]3)[CH3:39])[N:3]=[C:2]([NH:27][CH:28]3[CH2:33][CH2:32][N:31]([CH3:34])[CH2:30][CH2:29]3)[N:7]=2)[CH:14]=[CH:13][C:12]=1[O:15][CH3:16]. The yield is 0.309. (8) The reactants are [NH2:1][C:2]1[CH:16]=[CH:15][CH:14]=[CH:13][C:3]=1[C:4]([NH:6][C:7]1[CH:12]=[CH:11][CH:10]=[CH:9][CH:8]=1)=[O:5].[Cl:17][CH:18]([CH2:22][CH3:23])[C:19](O)=[O:20].C(N(CC)CC)C.C1(N=C=NC2CCCCC2)CCCCC1. The catalyst is ClCCl.CN(C)C1C=CN=CC=1. The product is [Cl:17][CH:18]([CH2:22][CH3:23])[C:19]([NH:1][C:2]1[CH:16]=[CH:15][CH:14]=[CH:13][C:3]=1[C:4]([NH:6][C:7]1[CH:12]=[CH:11][CH:10]=[CH:9][CH:8]=1)=[O:5])=[O:20]. The yield is 0.670. (9) The reactants are [NH2:1][C:2]1[CH:7]=[CH:6][CH:5]=[CH:4][C:3]=1[SH:8].[N+:9]([C:12]1[CH:20]=[CH:19][C:15]([C:16](Cl)=O)=[CH:14][CH:13]=1)([O-:11])=[O:10]. The product is [N+:9]([C:12]1[CH:20]=[CH:19][C:15]([C:16]2[S:8][C:3]3[CH:4]=[CH:5][CH:6]=[CH:7][C:2]=3[N:1]=2)=[CH:14][CH:13]=1)([O-:11])=[O:10]. The catalyst is C1C=CC=CC=1. The yield is 0.730.